Predict the reaction yield, written as a fraction of the theoretical maximum amount of product (1.0 means a 100% yield; for example, 0.34 means a 34% yield). From a dataset of Reaction yield outcomes from USPTO patents with 853,638 reactions. (1) The reactants are [CH3:1][O:2][CH2:3][C:4]1[N:5]=[C:6]([NH:18][C:19](=[O:21])[CH3:20])[S:7][C:8]=1[C:9]1[S:10][C:11]2[CH:12]=[N:13][CH:14]=[CH:15][C:16]=2[N:17]=1.C([O-])([O-])=O.[Cs+].[Cs+].[Cl:28][C:29]1[CH:30]=[C:31]([CH:48]=[CH:49][CH:50]=1)[CH2:32][CH:33]1[CH2:35][N@@:34]1S(C1C=CC([N+]([O-])=O)=CC=1)(=O)=O.C([O-])([O-])=O.[K+].[K+].SCCO. The catalyst is C(Cl)Cl.CO.CN(C=O)C. The product is [NH2:34][C@@H:33]([CH2:32][C:31]1[CH:48]=[CH:49][CH:50]=[C:29]([Cl:28])[CH:30]=1)[CH2:35][N:18]([C:6]1[S:7][C:8]([C:9]2[S:10][C:11]3[CH:12]=[N:13][CH:14]=[CH:15][C:16]=3[N:17]=2)=[C:4]([CH2:3][O:2][CH3:1])[N:5]=1)[C:19](=[O:21])[CH3:20]. The yield is 0.607. (2) The reactants are CO[C:3](=[O:21])[C:4]1[CH:9]=[CH:8][C:7]([O:10][CH2:11][C:12]2[C:13]([CH2:17][CH2:18][CH2:19][CH3:20])=[N:14][O:15][CH:16]=2)=[N:6][CH:5]=1.[NH2:22][CH:23]1[CH2:28][CH2:27][O:26][CH2:25][CH2:24]1. No catalyst specified. The product is [CH2:17]([C:13]1[C:12]([CH2:11][O:10][C:7]2[CH:8]=[CH:9][C:4]([C:3]([NH:22][CH:23]3[CH2:28][CH2:27][O:26][CH2:25][CH2:24]3)=[O:21])=[CH:5][N:6]=2)=[CH:16][O:15][N:14]=1)[CH2:18][CH2:19][CH3:20]. The yield is 0.730. (3) The reactants are [O:1]1[CH2:6][CH2:5]O[CH2:3][CH2:2]1.Br[C:8]1[CH:9]=[C:10]([CH:13]=[CH:14][C:15]=1[N:16]1[CH2:21][CH2:20][O:19][CH2:18][CH2:17]1)[CH:11]=[O:12].C([Sn](CCCC)(CCCC)C1OC=CC=1)CCC.[F-].[K+]. The catalyst is Cl[Pd](Cl)([P](C1C=CC=CC=1)(C1C=CC=CC=1)C1C=CC=CC=1)[P](C1C=CC=CC=1)(C1C=CC=CC=1)C1C=CC=CC=1.C(OCC)(=O)C. The product is [O:1]1[CH:6]=[CH:5][CH:3]=[C:2]1[C:8]1[CH:9]=[C:10]([CH:13]=[CH:14][C:15]=1[N:16]1[CH2:21][CH2:20][O:19][CH2:18][CH2:17]1)[CH:11]=[O:12]. The yield is 0.840. (4) The yield is 0.507. No catalyst specified. The reactants are [CH2:1]([C@@H:5]1[N:10]([CH2:11][C:12]2[CH:16]=[C:15]([C:17]3[CH:22]=[CH:21][CH:20]=[CH:19][CH:18]=3)[O:14][N:13]=2)[CH2:9][C@H:8]([CH2:23][CH:24]([CH3:26])[CH3:25])[NH:7][C:6]1=[O:27])[CH:2]([CH3:4])[CH3:3].[CH2:28]([C@@H]1NC[C@H](CC(C)C)NC1=O)C(C)C.C1(C)C=CC(C2ON=C(C=O)C=2)=CC=1. The product is [CH2:1]([C@@H:5]1[N:10]([CH2:11][C:12]2[CH:16]=[C:15]([C:17]3[CH:18]=[CH:19][C:20]([CH3:28])=[CH:21][CH:22]=3)[O:14][N:13]=2)[CH2:9][C@H:8]([CH2:23][CH:24]([CH3:26])[CH3:25])[NH:7][C:6]1=[O:27])[CH:2]([CH3:4])[CH3:3]. (5) The reactants are C1(C(C2C=CC=CC=2)[N:8]2[CH2:11][CH:10]([S:12]([CH2:15][CH2:16][CH2:17][CH2:18][CH3:19])(=[O:14])=[O:13])[CH2:9]2)C=CC=CC=1.[Cl:26]CCCl.ClC(OC(Cl)C)=O. The catalyst is CO. The product is [ClH:26].[CH2:15]([S:12]([CH:10]1[CH2:11][NH:8][CH2:9]1)(=[O:14])=[O:13])[CH2:16][CH2:17][CH2:18][CH3:19]. The yield is 0.450. (6) The reactants are [F:1][C:2]1[CH:3]=[C:4](C(=O)C)[CH:5]=[CH:6][C:7]=1[O:8][CH3:9].ClC1C=CC=C(C(OO)=[O:21])C=1.O[Li].O.O. The catalyst is C(Cl)Cl.CO. The product is [F:1][C:2]1[CH:3]=[C:4]([OH:21])[CH:5]=[CH:6][C:7]=1[O:8][CH3:9]. The yield is 0.720. (7) The product is [C:11]([C:15]1[CH:16]=[CH:17][C:18]([O:21][C:2]2[CH:7]=[CH:6][C:5]([N+:8]([O-:10])=[O:9])=[CH:4][CH:3]=2)=[CH:19][CH:20]=1)([CH3:14])([CH3:12])[CH3:13]. The yield is 0.890. The catalyst is CN(C=O)C. The reactants are F[C:2]1[CH:7]=[CH:6][C:5]([N+:8]([O-:10])=[O:9])=[CH:4][CH:3]=1.[C:11]([C:15]1[CH:20]=[CH:19][C:18]([OH:21])=[CH:17][CH:16]=1)([CH3:14])([CH3:13])[CH3:12].C([O-])([O-])=O.[K+].[K+].